Dataset: CYP3A4 inhibition data for predicting drug metabolism from PubChem BioAssay. Task: Regression/Classification. Given a drug SMILES string, predict its absorption, distribution, metabolism, or excretion properties. Task type varies by dataset: regression for continuous measurements (e.g., permeability, clearance, half-life) or binary classification for categorical outcomes (e.g., BBB penetration, CYP inhibition). Dataset: cyp3a4_veith. (1) The drug is O=C(O)[C@@H](O)[C@@H](O)[C@H](O)C(=O)CO. The result is 0 (non-inhibitor). (2) The compound is NCC(O)CN.Oc1c(Cl)c(Cl)c(Cl)c(Cl)c1Cl. The result is 0 (non-inhibitor). (3) The compound is CCOC(=O)c1oc2ccccc2c1NC(=O)c1ccc2c(c1)OCO2. The result is 1 (inhibitor).